Task: Regression. Given a peptide amino acid sequence and an MHC pseudo amino acid sequence, predict their binding affinity value. This is MHC class I binding data.. Dataset: Peptide-MHC class I binding affinity with 185,985 pairs from IEDB/IMGT (1) The peptide sequence is KPLIKWDLL. The MHC is HLA-B35:01 with pseudo-sequence HLA-B35:01. The binding affinity (normalized) is 0.108. (2) The peptide sequence is FMPESSYLL. The MHC is HLA-C08:02 with pseudo-sequence HLA-C08:02. The binding affinity (normalized) is 0.0847. (3) The peptide sequence is RAWDPQPAM. The MHC is HLA-A02:16 with pseudo-sequence HLA-A02:16. The binding affinity (normalized) is 0.0847. (4) The peptide sequence is MSIPATLFVW. The MHC is HLA-B53:01 with pseudo-sequence HLA-B53:01. The binding affinity (normalized) is 0.443. (5) The peptide sequence is CLGGLLTMV. The MHC is HLA-B51:01 with pseudo-sequence HLA-B51:01. The binding affinity (normalized) is 0. (6) The MHC is BoLA-T2C with pseudo-sequence BoLA-T2C. The binding affinity (normalized) is 0.593. The peptide sequence is FLSFASLFL.